From a dataset of Reaction yield outcomes from USPTO patents with 853,638 reactions. Predict the reaction yield, written as a fraction of the theoretical maximum amount of product (1.0 means a 100% yield; for example, 0.34 means a 34% yield). (1) The reactants are [C:1]1([C:3](=[CH:5][CH:6]=[CH:7][CH:8]=1)[OH:4])[OH:2].S(=O)(=O)(O)O. The catalyst is [O-2].[O-2].[O-2].[Fe+2].[Fe+2].O. The product is [OH2:2].[OH:2][C:1]1[C:3]([OH:4])=[CH:5][C:6]2[C:7]3[C:6](=[CH:5][C:3]([OH:4])=[C:1]([OH:2])[CH:8]=3)[C:6]3[C:7](=[CH:8][C:1]([OH:2])=[C:3]([OH:2])[CH:5]=3)[C:7]=2[CH:8]=1. The yield is 0.369. (2) The reactants are [CH3:1][C:2](=[CH:6][C:7]1[CH:12]=[CH:11][CH:10]=[CH:9][CH:8]=1)[C:3](Cl)=[O:4].[CH3:13][CH:14]([CH3:28])[CH:15]([C:21]1[CH:26]=[CH:25][C:24]([NH2:27])=[CH:23][CH:22]=1)[N:16]1[CH:20]=[N:19][CH:18]=[N:17]1. The catalyst is C(Cl)Cl.N1C=CC=CC=1. The product is [CH3:1]/[C:2](=[CH:6]\[C:7]1[CH:12]=[CH:11][CH:10]=[CH:9][CH:8]=1)/[C:3]([NH:27][C:24]1[CH:25]=[CH:26][C:21]([CH:15]([N:16]2[CH:20]=[N:19][CH:18]=[N:17]2)[CH:14]([CH3:28])[CH3:13])=[CH:22][CH:23]=1)=[O:4]. The yield is 0.210. (3) The catalyst is CN(C=O)C.O.CCOC(C)=O. The yield is 0.700. The product is [OH:8][C:5]1[CH:4]=[CH:3][C:2]([NH:1][C:16]([C:13]2[C:12](=[O:19])[N:11]([C:20]3[CH:21]=[CH:22][CH:23]=[CH:24][CH:25]=3)[N:10]([CH3:9])[C:14]=2[CH3:15])=[O:17])=[N:7][CH:6]=1. The reactants are [NH2:1][C:2]1[N:7]=[CH:6][C:5]([OH:8])=[CH:4][CH:3]=1.[CH3:9][N:10]1[C:14]([CH3:15])=[C:13]([C:16](O)=[O:17])[C:12](=[O:19])[N:11]1[C:20]1[CH:25]=[CH:24][CH:23]=[CH:22][CH:21]=1.CCN=C=NCCCN(C)C.C1C=NC2N(O)N=NC=2C=1. (4) The catalyst is Cl[Pd](Cl)([P](C1C=CC=CC=1)(C1C=CC=CC=1)C1C=CC=CC=1)[P](C1C=CC=CC=1)(C1C=CC=CC=1)C1C=CC=CC=1.[Cu]I.C(O)(=O)C.CO.C1COCC1. The reactants are [CH3:1][O:2][C:3]1[CH:11]=[CH:10][C:6]([C:7](Cl)=O)=[CH:5][CH:4]=1.[CH2:12]([OH:16])[CH2:13][C:14]#[CH:15].C(N(CC)CC)C.[CH3:24][NH:25][NH2:26]. The yield is 0.740. The product is [CH3:1][O:2][C:3]1[CH:11]=[CH:10][C:6]([C:7]2[CH:15]=[C:14]([CH2:13][CH2:12][OH:16])[N:25]([CH3:24])[N:26]=2)=[CH:5][CH:4]=1. (5) The reactants are C(OC([N:8]1[CH2:12][C:11](=[CH2:13])[CH2:10][N:9]1[C:14]([O:16][CH2:17][C:18]1[CH:23]=[CH:22][CH:21]=[CH:20][CH:19]=1)=[O:15])=O)(C)(C)C.S(Cl)(Cl)=O.Cl. The catalyst is CO. The product is [CH2:17]([O:16][C:14]([N:9]1[CH2:10][C:11](=[CH2:13])[CH2:12][NH:8]1)=[O:15])[C:18]1[CH:19]=[CH:20][CH:21]=[CH:22][CH:23]=1. The yield is 0.970. (6) The reactants are [F:1][C:2]([F:42])([F:41])[C:3]1[CH:4]=[C:5]([CH:34]=[C:35]([C:37]([F:40])([F:39])[F:38])[CH:36]=1)[CH2:6][N:7]([CH2:13][C:14]1[CH:15]=[C:16]2[N:31]=[C:30]([CH3:32])[N:29]([CH3:33])[C:17]2=[N:18][C:19]=1[N:20]([CH2:25][CH:26]1[CH2:28][CH2:27]1)[CH2:21][CH:22]1[CH2:24][CH2:23]1)[C:8]1[N:9]=[N:10][NH:11][N:12]=1.[H-].[Na+].CI.[C:47](OCC)(=O)C. The catalyst is CN(C=O)C. The product is [F:42][C:2]([F:41])([F:1])[C:3]1[CH:4]=[C:5]([CH:34]=[C:35]([C:37]([F:38])([F:39])[F:40])[CH:36]=1)[CH2:6][N:7]([CH2:13][C:14]1[CH:15]=[C:16]2[N:31]=[C:30]([CH3:32])[N:29]([CH3:33])[C:17]2=[N:18][C:19]=1[N:20]([CH2:25][CH:26]1[CH2:28][CH2:27]1)[CH2:21][CH:22]1[CH2:24][CH2:23]1)[C:8]1[N:12]=[N:11][N:10]([CH3:47])[N:9]=1. The yield is 0.0440. (7) The reactants are [CH:1]([P:3](=[O:9])([CH:7]=[CH2:8])[CH:4]([CH3:6])[CH3:5])=[CH2:2].[CH2:10]([NH2:17])[C:11]1[CH:16]=[CH:15][CH:14]=[CH:13][CH:12]=1. The catalyst is O. The product is [CH2:10]([N:17]1[CH2:8][CH2:7][P:3](=[O:9])([CH:4]([CH3:6])[CH3:5])[CH2:1][CH2:2]1)[C:11]1[CH:16]=[CH:15][CH:14]=[CH:13][CH:12]=1. The yield is 0.630. (8) The catalyst is C1(C)C=CC=CC=1.CN(C)C1C=CN=CC=1.C(OCC)(=O)C.O1CCCC1.N1C=CC=CC=1. The reactants are ClC(Cl)(O[C:5](=[O:11])[O:6][C:7](Cl)(Cl)Cl)Cl.[Cl:13][C:14]1[C:15]([O:24][C:25]2[CH:30]=[C:29]([O:31][CH2:32][CH2:33][O:34][CH3:35])[CH:28]=[CH:27][C:26]=2[CH2:36][CH2:37]CO)=[N:16][CH:17]=[C:18]([C:20]([F:23])([F:22])[F:21])[CH:19]=1.[Cl:40][C:41]1[CH:46]=[CH:45][CH:44]=[CH:43][C:42]=1[S:47]([NH2:50])(=[O:49])=[O:48].C(N(CC)C(C)C)(C)C.Cl. The product is [Cl:40][C:41]1[CH:46]=[CH:45][CH:44]=[CH:43][C:42]=1[S:47]([NH:50][C:5](=[O:11])[O:6][CH2:7][CH2:37][CH2:36][C:26]1[CH:27]=[CH:28][C:29]([O:31][CH2:32][CH2:33][O:34][CH3:35])=[CH:30][C:25]=1[O:24][C:15]1[C:14]([Cl:13])=[CH:19][C:18]([C:20]([F:22])([F:23])[F:21])=[CH:17][N:16]=1)(=[O:49])=[O:48]. The yield is 0.350.